Dataset: Reaction yield outcomes from USPTO patents with 853,638 reactions. Task: Predict the reaction yield, written as a fraction of the theoretical maximum amount of product (1.0 means a 100% yield; for example, 0.34 means a 34% yield). The reactants are CO[C:3](=[O:21])[C:4]1[CH:9]=[C:8]([C:10]2[N:11]([CH3:15])[N:12]=[N:13][CH:14]=2)[C:7]([C:16]([F:19])([F:18])[F:17])=[CH:6][C:5]=1[NH2:20].CC[N:24]([CH2:27]C)CC.[CH3:29][S:30]([NH:33]N)(=[O:32])=[O:31].[OH-:35].[Na+]. The catalyst is C(Cl)Cl. The product is [CH3:15][N:11]1[C:10]([C:8]2[CH:9]=[C:4]3[C:5](=[CH:6][C:7]=2[C:16]([F:19])([F:17])[F:18])[NH:20][C:27](=[O:35])[N:24]([NH:33][S:30]([CH3:29])(=[O:32])=[O:31])[C:3]3=[O:21])=[CH:14][N:13]=[N:12]1. The yield is 0.440.